From a dataset of Catalyst prediction with 721,799 reactions and 888 catalyst types from USPTO. Predict which catalyst facilitates the given reaction. (1) The catalyst class is: 4. Product: [F:36][C:37]1[CH:42]=[CH:41][C:40]([NH:43][C:11]([N:9]2[CH2:8][CH2:7][N:6]3[C:2](=[O:1])[O:3][CH:4]([C:18]4[CH:19]=[CH:20][CH:21]=[CH:22][CH:23]=4)[CH:5]3[CH2:10]2)=[O:13])=[CH:39][CH:38]=1. Reactant: [O:1]=[C:2]1[N:6]2[CH2:7][CH2:8][N:9]([C:11]([O:13]C(C)(C)C)=O)[CH2:10][CH:5]2[CH:4]([C:18]2[CH:23]=[CH:22][CH:21]=[CH:20][CH:19]=2)[O:3]1.FC(F)(F)C(O)=O.O1CCCC1.[F:36][C:37]1[CH:42]=[CH:41][C:40]([N:43]=C=O)=[CH:39][CH:38]=1. (2) Reactant: Br[C:2]1[CH:3]=[C:4]([CH:37]=[CH:38][CH:39]=1)[CH2:5][N:6]1[C:10]2[CH:11]=[CH:12][C:13]([O:15][CH2:16][C:17]3[CH:26]=[CH:25][C:24]4[C:19](=[CH:20][CH:21]=[CH:22][CH:23]=4)[N:18]=3)=[CH:14][C:9]=2[N:8]=[C:7]1[CH2:27][C:28]1([C:33]([O:35][CH3:36])=[O:34])[CH2:32][CH2:31][CH2:30][CH2:29]1.[C:40]([Cu])#[N:41].N1C=CC=CC=1. Product: [C:40]([C:2]1[CH:3]=[C:4]([CH:37]=[CH:38][CH:39]=1)[CH2:5][N:6]1[C:10]2[CH:11]=[CH:12][C:13]([O:15][CH2:16][C:17]3[CH:26]=[CH:25][C:24]4[C:19](=[CH:20][CH:21]=[CH:22][CH:23]=4)[N:18]=3)=[CH:14][C:9]=2[N:8]=[C:7]1[CH2:27][C:28]1([C:33]([O:35][CH3:36])=[O:34])[CH2:29][CH2:30][CH2:31][CH2:32]1)#[N:41]. The catalyst class is: 44. (3) Reactant: [CH3:1][C:2](=[O:23])[C@@H:3]1[C@:20]2([CH3:21])[C@H:6]([C@H:7]3[C@H:17]([CH2:18][CH2:19]2)[C@:15]2([CH3:16])[C@H:10]([CH2:11][C:12](=[O:22])[CH2:13][CH2:14]2)[CH2:9][CH2:8]3)[CH2:5][CH2:4]1.[CH3:24][Mg]Cl. Product: [CH3:1][C:2]([C@@H:3]1[C@@:20]2([CH3:21])[CH2:19][CH2:18][C@@H:17]3[C@@:15]4([CH3:16])[CH2:14][CH2:13][C@:12]([OH:22])([CH3:24])[CH2:11][C@@H:10]4[CH2:9][CH2:8][C@H:7]3[C@@H:6]2[CH2:5][CH2:4]1)=[O:23]. The catalyst class is: 310. (4) Reactant: [N:1]12[CH2:9][CH:5]([CH2:6][CH2:7][CH2:8]1)[CH:4]([OH:10])[CH2:3][CH2:2]2.[H-].[Na+].Cl[C:14]1[N:15]=[N:16][C:17]([C:20]2[CH:25]=[CH:24][C:23]([CH3:26])=[CH:22][C:21]=2[F:27])=[CH:18][CH:19]=1. Product: [F:27][C:21]1[CH:22]=[C:23]([CH3:26])[CH:24]=[CH:25][C:20]=1[C:17]1[N:16]=[N:15][C:14]([O:10][CH:4]2[CH:5]3[CH2:9][N:1]([CH2:8][CH2:7][CH2:6]3)[CH2:2][CH2:3]2)=[CH:19][CH:18]=1. The catalyst class is: 3. (5) Reactant: [N-:1]=[N+:2]=[N-:3].[Na+].Br[CH2:6][C:7]([C:9]1[CH:14]=[CH:13][CH:12]=[CH:11][C:10]=1[O:15][CH3:16])=[O:8]. Product: [N:1]([CH2:6][C:7]([C:9]1[CH:14]=[CH:13][CH:12]=[CH:11][C:10]=1[O:15][CH3:16])=[O:8])=[N+:2]=[N-:3]. The catalyst class is: 58. (6) Reactant: Br[C:2]1[N:7]2[N:8]=[C:9]([NH:11][C:12]3[CH:20]=[CH:19][C:15]([C:16]([NH2:18])=[O:17])=[CH:14][CH:13]=3)[N:10]=[C:6]2[CH:5]=[CH:4][CH:3]=1.[OH:21][C:22]1[CH:23]=[C:24](B(O)O)[CH:25]=[CH:26][CH:27]=1.C(=O)([O-])[O-].[Na+].[Na+].O.[Cl-].[Na+].O. Product: [OH:21][C:22]1[CH:27]=[C:26]([C:2]2[N:7]3[N:8]=[C:9]([NH:11][C:12]4[CH:20]=[CH:19][C:15]([C:16]([NH2:18])=[O:17])=[CH:14][CH:13]=4)[N:10]=[C:6]3[CH:5]=[CH:4][CH:3]=2)[CH:25]=[CH:24][CH:23]=1. The catalyst class is: 117.